Task: Regression. Given a peptide amino acid sequence and an MHC pseudo amino acid sequence, predict their binding affinity value. This is MHC class I binding data.. Dataset: Peptide-MHC class I binding affinity with 185,985 pairs from IEDB/IMGT (1) The peptide sequence is KQYLNLYPV. The MHC is HLA-A02:01 with pseudo-sequence HLA-A02:01. The binding affinity (normalized) is 0.544. (2) The peptide sequence is VGNVSVKF. The MHC is Mamu-B52 with pseudo-sequence Mamu-B52. The binding affinity (normalized) is 0.638. (3) The peptide sequence is TFRERYSYK. The MHC is Patr-A0401 with pseudo-sequence Patr-A0401. The binding affinity (normalized) is 0.323. (4) The peptide sequence is RVRAYTYSK. The MHC is HLA-A02:06 with pseudo-sequence HLA-A02:06. The binding affinity (normalized) is 0.0250. (5) The peptide sequence is HVVNYNGLL. The MHC is HLA-A80:01 with pseudo-sequence HLA-A80:01. The binding affinity (normalized) is 0.0847. (6) The peptide sequence is GRGPIRFVL. The MHC is HLA-A01:01 with pseudo-sequence HLA-A01:01. The binding affinity (normalized) is 0.0847.